Dataset: Full USPTO retrosynthesis dataset with 1.9M reactions from patents (1976-2016). Task: Predict the reactants needed to synthesize the given product. (1) Given the product [Cl:8][C:9]1[CH:14]=[C:13]([S:15][CH2:18][C:19]2[CH:26]=[CH:25][C:22]([CH:23]=[O:24])=[CH:21][CH:20]=2)[CH:12]=[CH:11][C:10]=1[OH:16], predict the reactants needed to synthesize it. The reactants are: C(N(CC)CC)C.[Cl:8][C:9]1[CH:14]=[C:13]([SH:15])[CH:12]=[CH:11][C:10]=1[OH:16].Br[CH2:18][C:19]1[CH:26]=[CH:25][C:22]([CH:23]=[O:24])=[CH:21][CH:20]=1.O. (2) Given the product [F:2][C:3]1[C:4]2[CH2:9][CH2:10][C:11]3=[N:12][CH:13]=[CH:14][CH:15]=[C:16]3[C:17](=[O:19])[C:5]=2[CH:6]=[CH:7][CH:8]=1, predict the reactants needed to synthesize it. The reactants are: [Na].[F:2][C:3]1[CH:8]=[CH:7][CH:6]=[CH:5][C:4]=1[CH2:9][CH2:10][C:11]1[C:16]([C:17]([OH:19])=O)=[CH:15][CH:14]=[CH:13][N:12]=1.[OH-].[K+]. (3) Given the product [O:1]=[C:2]1[CH2:7][N:6]([C:35](=[O:36])[CH2:34][N:31]2[C:32]3[C:28](=[CH:27][CH:26]=[C:25]([C:24]([F:38])([F:23])[F:39])[CH:33]=3)[CH:29]=[CH:30]2)[CH2:5][CH2:4][N:3]1[C:8]1[CH:9]=[CH:10][C:11]([S:14]([NH:17][C:18]2[S:19][CH:20]=[CH:21][N:22]=2)(=[O:16])=[O:15])=[CH:12][CH:13]=1, predict the reactants needed to synthesize it. The reactants are: [O:1]=[C:2]1[CH2:7][NH:6][CH2:5][CH2:4][N:3]1[C:8]1[CH:13]=[CH:12][C:11]([S:14]([NH:17][C:18]2[S:19][CH:20]=[CH:21][N:22]=2)(=[O:16])=[O:15])=[CH:10][CH:9]=1.[F:23][C:24]([F:39])([F:38])[C:25]1[CH:33]=[C:32]2[C:28]([CH:29]=[CH:30][N:31]2[CH2:34][C:35](O)=[O:36])=[CH:27][CH:26]=1.CN(C(ON1N=NC2C=CC=NC1=2)=[N+](C)C)C.F[P-](F)(F)(F)(F)F.C(=O)(O)[O-].[Na+].Cl.S1C(N)=NC=N1.